Dataset: Full USPTO retrosynthesis dataset with 1.9M reactions from patents (1976-2016). Task: Predict the reactants needed to synthesize the given product. (1) Given the product [Cl:32][C:29]1[CH:30]=[CH:31][C:26]([CH:8]([NH:9][C:10]([N:12]2[CH2:21][CH2:20][C:19]3[CH:18]=[N:17][C:16]([NH:22][CH:23]([CH3:25])[CH3:24])=[N:15][C:14]=3[CH2:13]2)=[O:11])[CH2:7][CH2:6][NH:35][CH3:34])=[CH:27][C:28]=1[F:33], predict the reactants needed to synthesize it. The reactants are: CS(O[CH2:6][CH2:7][CH:8]([C:26]1[CH:31]=[CH:30][C:29]([Cl:32])=[C:28]([F:33])[CH:27]=1)[NH:9][C:10]([N:12]1[CH2:21][CH2:20][C:19]2[CH:18]=[N:17][C:16]([NH:22][CH:23]([CH3:25])[CH3:24])=[N:15][C:14]=2[CH2:13]1)=[O:11])(=O)=O.[CH3:34][NH2:35]. (2) Given the product [F:1][C:2]1[CH:11]=[C:10]([F:12])[CH:9]=[C:8]2[C:3]=1[C:4]([NH:20][C:21]1[C:26]([C:40]3[CH:39]=[CH:38][CH:37]=[C:36]([C:35]([F:46])([F:45])[F:34])[CH:41]=3)=[CH:25][N:24]=[C:23]([N:28]3[CH2:33][CH2:32][O:31][CH2:30][CH2:29]3)[CH:22]=1)=[C:5]([CH3:19])[C:6]([C:13]1[CH:18]=[CH:17][CH:16]=[CH:15][N:14]=1)=[N:7]2, predict the reactants needed to synthesize it. The reactants are: [F:1][C:2]1[CH:11]=[C:10]([F:12])[CH:9]=[C:8]2[C:3]=1[C:4]([NH:20][C:21]1[C:26](I)=[CH:25][N:24]=[C:23]([N:28]3[CH2:33][CH2:32][O:31][CH2:30][CH2:29]3)[CH:22]=1)=[C:5]([CH3:19])[C:6]([C:13]1[CH:18]=[CH:17][CH:16]=[CH:15][N:14]=1)=[N:7]2.[F:34][C:35]([F:46])([F:45])[C:36]1[CH:37]=[C:38](B(O)O)[CH:39]=[CH:40][CH:41]=1.C1(P(C2CCCCC2)C2CCCCC2)CCCCC1.[O-]P([O-])([O-])=O.[K+].[K+].[K+]. (3) Given the product [F:64][C:65]1[CH:73]=[CH:72][C:68]([CH2:69][N:6]([CH3:2])[C:7]([C:9]2[C:17]3[NH:16][C:15]([NH:18][C:19]([C:21]4[N:22]=[CH:23][C:24]5[C:29]([CH:30]=4)=[CH:28][CH:27]=[CH:26][CH:25]=5)=[O:20])=[N:14][C:13]=3[CH:12]=[CH:11][CH:10]=2)=[O:8])=[CH:67][CH:66]=1, predict the reactants needed to synthesize it. The reactants are: N1C=CN=[C:2]1[NH:6][C:7]([C:9]1[C:17]2[N:16]=[C:15]([NH:18][C:19]([C:21]3[N:22]=[CH:23][C:24]4[C:29]([CH:30]=3)=[CH:28][CH:27]=[CH:26][CH:25]=4)=[O:20])[NH:14][C:13]=2[CH:12]=[CH:11][CH:10]=1)=[O:8].CN(C(ON1N=NC2C=CC=CC1=2)=[N+](C)C)C.F[P-](F)(F)(F)(F)F.CCN(C(C)C)C(C)C.[F:64][C:65]1[CH:73]=[CH:72][C:68]([CH2:69]NC)=[CH:67][CH:66]=1. (4) Given the product [CH2:1]([O:8][C:14](=[O:15])[C:13]1[CH:17]=[CH:18][C:10]([F:9])=[CH:11][CH:12]=1)[C:2]1[CH:7]=[CH:6][CH:5]=[CH:4][CH:3]=1, predict the reactants needed to synthesize it. The reactants are: [CH2:1]([OH:8])[C:2]1[CH:7]=[CH:6][CH:5]=[CH:4][CH:3]=1.[F:9][C:10]1[CH:18]=[CH:17][C:13]([C:14](O)=[O:15])=[CH:12][CH:11]=1.C1(N=C=NC2CCCCC2)CCCCC1.C(OC(=O)C1C=CC=CC=1F)C1C=CC=CC=1.